From a dataset of Forward reaction prediction with 1.9M reactions from USPTO patents (1976-2016). Predict the product of the given reaction. (1) Given the reactants [CH3:1][O:2][C:3]1[C:4]([N:9]2[CH2:14][CH2:13][N:12]([CH2:15][CH2:16][CH2:17][C:18]3[C:26]4[C:21](=[CH:22][CH:23]=[C:24]([OH:27])[CH:25]=4)[NH:20][CH:19]=3)[CH2:11][CH2:10]2)=[N:5][CH:6]=[N:7][CH:8]=1.[CH3:28][N:29]=[C:30]=[O:31], predict the reaction product. The product is: [CH3:1][O:2][C:3]1[C:4]([N:9]2[CH2:14][CH2:13][N:12]([CH2:15][CH2:16][CH2:17][C:18]3[C:26]4[C:21](=[CH:22][CH:23]=[C:24]([O:27][C:30](=[O:31])[NH:29][CH3:28])[CH:25]=4)[NH:20][CH:19]=3)[CH2:11][CH2:10]2)=[N:5][CH:6]=[N:7][CH:8]=1. (2) Given the reactants N.CC([O-:6])(C)C.[K+].[CH3:8][O:9][C:10]1[CH:15]=[CH:14][N:13]=[CH:12][C:11]=1[N+:16]([O-:18])=[O:17].C(OO)(C)(C)C.C(OO)(C)(C)C.C1COCC1, predict the reaction product. The product is: [CH3:8][O:9][C:10]1[C:11]([N+:16]([O-:18])=[O:17])=[CH:12][N:13]=[C:14]([OH:6])[CH:15]=1. (3) Given the reactants [Cl:1][C:2]1[C:10]2[NH:9][N:8]=[CH:7][C:6]=2[C:5]2[CH2:11][N:12]3[C:22]([C:23]([CH3:29])([CH3:28])[C:24]([F:27])([F:26])[F:25])=[CH:21][N:20]=[C:13]3[C@H:14]([CH2:16][C:17](O)=[O:18])[CH2:15][C:4]=2[CH:3]=1.Cl.Cl.[NH:32]1[CH2:37][CH2:36][CH:35]([N:38]2[C:46]3[C:41](=[N:42][CH:43]=[CH:44][CH:45]=3)[NH:40][C:39]2=[O:47])[CH2:34][CH2:33]1.C1C=CC2N(O)N=NC=2C=1.C(Cl)CCl.C(N(CC)C(C)C)(C)C, predict the reaction product. The product is: [Cl:1][C:2]1[C:10]2[NH:9][N:8]=[CH:7][C:6]=2[C:5]2[CH2:11][N:12]3[C:22]([C:23]([CH3:28])([CH3:29])[C:24]([F:25])([F:27])[F:26])=[CH:21][N:20]=[C:13]3[C@H:14]([CH2:16][C:17]([N:32]3[CH2:33][CH2:34][CH:35]([N:38]4[C:46]5[C:41](=[N:42][CH:43]=[CH:44][CH:45]=5)[NH:40][C:39]4=[O:47])[CH2:36][CH2:37]3)=[O:18])[CH2:15][C:4]=2[CH:3]=1.